From a dataset of Catalyst prediction with 721,799 reactions and 888 catalyst types from USPTO. Predict which catalyst facilitates the given reaction. (1) The catalyst class is: 2. Product: [Br:1][C:2]1[CH:3]=[CH:4][C:5]2[S:9][C:8]([S:10]([NH:16][C:17]3[CH:18]=[C:19]([CH:25]=[CH:26][CH:27]=3)[C:20]([O:22][CH2:23][CH3:24])=[O:21])(=[O:12])=[O:11])=[C:7]([CH3:14])[C:6]=2[CH:15]=1. Reactant: [Br:1][C:2]1[CH:3]=[CH:4][C:5]2[S:9][C:8]([S:10](Cl)(=[O:12])=[O:11])=[C:7]([CH3:14])[C:6]=2[CH:15]=1.[NH2:16][C:17]1[CH:18]=[C:19]([CH:25]=[CH:26][CH:27]=1)[C:20]([O:22][CH2:23][CH3:24])=[O:21].N1C=CC=CC=1. (2) Reactant: [BH4-].[Na+].[CH3:3][C:4]1[C:8]([C:9](=[O:37])[CH2:10][O:11][C:12]2[CH:17]=[CH:16][C:15]([CH2:18][C:19]([NH:21][CH:22]([C:29]3[CH:34]=[CH:33][C:32]([CH3:35])=[CH:31][C:30]=3[CH3:36])[C:23]3[CH:28]=[CH:27][CH:26]=[CH:25][CH:24]=3)=[O:20])=[CH:14][CH:13]=2)=[C:7]([CH3:38])[O:6][N:5]=1.O. Product: [CH3:3][C:4]1[C:8]([CH:9]([OH:37])[CH2:10][O:11][C:12]2[CH:17]=[CH:16][C:15]([CH2:18][C:19]([NH:21][CH:22]([C:29]3[CH:34]=[CH:33][C:32]([CH3:35])=[CH:31][C:30]=3[CH3:36])[C:23]3[CH:28]=[CH:27][CH:26]=[CH:25][CH:24]=3)=[O:20])=[CH:14][CH:13]=2)=[C:7]([CH3:38])[O:6][N:5]=1. The catalyst class is: 5.